Dataset: Catalyst prediction with 721,799 reactions and 888 catalyst types from USPTO. Task: Predict which catalyst facilitates the given reaction. (1) Reactant: F[C:2]1[CH:3]=[CH:4][C:5]2[N+:10]([O-:11])=[N:9][C:8]([NH2:12])=[N:7][C:6]=2[CH:13]=1.[CH3:14][NH:15][CH3:16]. Product: [CH3:14][N:15]([CH3:16])[C:2]1[CH:3]=[CH:4][C:5]2[N+:10]([O-:11])=[N:9][C:8]([NH2:12])=[N:7][C:6]=2[CH:13]=1. The catalyst class is: 23. (2) Reactant: [CH3:1][Si:2]([CH3:11])([CH3:10])[C:3]1[CH:4]=[C:5]([OH:9])[CH:6]=[N:7][CH:8]=1.CC(C)([O-])C.[K+].[CH3:18][O:19][C:20]([C:22]1[O:23][C:24](Br)=[CH:25][CH:26]=1)=[O:21].O. Product: [CH3:1][Si:2]([CH3:11])([CH3:10])[C:3]1[CH:4]=[C:5]([O:9][C:24]2[O:23][C:22]([C:20]([O:19][CH3:18])=[O:21])=[CH:26][CH:25]=2)[CH:6]=[N:7][CH:8]=1. The catalyst class is: 56.